The task is: Predict the reaction yield, written as a fraction of the theoretical maximum amount of product (1.0 means a 100% yield; for example, 0.34 means a 34% yield).. This data is from Reaction yield outcomes from USPTO patents with 853,638 reactions. (1) The reactants are [OH:1][C:2]1[CH:9]=[CH:8][C:5]([CH:6]=[O:7])=[CH:4][CH:3]=1.C([O-])([O-])=O.[K+].[K+].Br[C:17]1[CH:22]=[CH:21][C:20]([N+:23]([O-:25])=[O:24])=[CH:19][CH:18]=1.O. The catalyst is CN(C=O)C. The product is [N+:23]([C:20]1[CH:21]=[CH:22][C:17]([O:1][C:2]2[CH:9]=[CH:8][C:5]([CH:6]=[O:7])=[CH:4][CH:3]=2)=[CH:18][CH:19]=1)([O-:25])=[O:24]. The yield is 0.820. (2) The reactants are [Cl:1][C:2]1[CH:3]=[C:4]([C:8]([NH:10][C@H:11]2[CH2:16][CH2:15][N:14](C(OCC)=O)[CH2:13][C@H:12]2[O:22][CH2:23][CH2:24][CH3:25])=[O:9])[NH:5][C:6]=1[CH3:7].[OH-].[K+].O.NN.O. The catalyst is C(O)CO. The product is [Cl:1][C:2]1[CH:3]=[C:4]([C:8]([NH:10][C@@H:11]2[CH2:16][CH2:15][NH:14][CH2:13][C@@H:12]2[O:22][CH2:23][CH2:24][CH3:25])=[O:9])[NH:5][C:6]=1[CH3:7]. The yield is 0.300. (3) The reactants are Cl.O1CCOCC1.[CH2:8]([O:10][C:11]([C@H:13]1[CH2:18][CH2:17][CH2:16][N:15]([C:19](=[O:27])[C:20]2[CH:25]=[CH:24][CH:23]=[CH:22][C:21]=2[CH3:26])[C@H:14]1[C:28]1[CH:33]=[CH:32][C:31]([NH:34]C(OC(C)(C)C)=O)=[CH:30][CH:29]=1)=[O:12])[CH3:9].C([O-])(O)=O.[Na+]. The catalyst is C(Cl)Cl. The product is [CH2:8]([O:10][C:11]([C@H:13]1[CH2:18][CH2:17][CH2:16][N:15]([C:19](=[O:27])[C:20]2[CH:25]=[CH:24][CH:23]=[CH:22][C:21]=2[CH3:26])[C@H:14]1[C:28]1[CH:29]=[CH:30][C:31]([NH2:34])=[CH:32][CH:33]=1)=[O:12])[CH3:9]. The yield is 0.970. (4) The reactants are [NH2:1][C:2]1[C:7]([F:8])=[CH:6][C:5]([N:9]2[CH2:14][CH2:13][N:12]([CH:15](O)[CH3:16])[CH2:11][CH2:10]2)=[C:4]([F:18])[CH:3]=1.Cl[C:20]1[N:29]=[CH:28][C:27]2[C:22](=[C:23]([C:30]3[CH:31]=[C:32]([NH:36][C:37](=[O:40])[CH:38]=[CH2:39])[CH:33]=[CH:34][CH:35]=3)[CH:24]=[CH:25][CH:26]=2)[N:21]=1.C(O)(C(F)(F)F)=[O:42]. The catalyst is CCCCO. The product is [F:8][C:7]1[CH:6]=[C:5]([N:9]2[CH2:14][CH2:13][N:12]([CH2:15][CH2:16][OH:42])[CH2:11][CH2:10]2)[C:4]([F:18])=[CH:3][C:2]=1[NH:1][C:20]1[N:29]=[CH:28][C:27]2[C:22](=[C:23]([C:30]3[CH:31]=[C:32]([NH:36][C:37](=[O:40])[CH:38]=[CH2:39])[CH:33]=[CH:34][CH:35]=3)[CH:24]=[CH:25][CH:26]=2)[N:21]=1. The yield is 0.260. (5) The reactants are C[N:2]([CH:14]1[CH2:19][CH2:18][CH:17]([C:20]2[CH:29]=[CH:28][C:23]3[NH:24][C:25](=[O:27])[O:26][C:22]=3[CH:21]=2)[CH2:16][CH2:15]1)[CH2:3][CH2:4][NH:5][C:6](=[O:13])[C:7]1[CH:12]=[CH:11][CH:10]=[CH:9][CH:8]=1.[OH-].[Na+]. The catalyst is C(Cl)Cl. The product is [O:27]=[C:25]1[NH:24][C:23]2[CH:28]=[CH:29][C:20]([CH:17]3[CH2:16][CH2:15][CH:14]([NH:2][CH2:3][CH2:4][NH:5][C:6](=[O:13])[C:7]4[CH:8]=[CH:9][CH:10]=[CH:11][CH:12]=4)[CH2:19][CH2:18]3)=[CH:21][C:22]=2[O:26]1. The yield is 0.660. (6) The reactants are [CH3:1][O:2][C:3]1[CH:38]=[CH:37][C:6]([CH2:7][N:8]2[C:12]3=[N:13][CH:14]=[CH:15][C:16]([O:17][C:18]4[CH:23]=[CH:22][C:21]([O:24][C:25]5[CH:30]=[CH:29][CH:28]=[CH:27][CH:26]=5)=[CH:20][CH:19]=4)=[C:11]3[C:10]([NH:31][C@@H:32]3[CH2:36][CH2:35][NH:34][CH2:33]3)=[N:9]2)=[CH:5][CH:4]=1.C=O.[BH-](OC(C)=O)(OC(C)=O)O[C:43](C)=O.[Na+]. The catalyst is C(Cl)Cl. The product is [CH3:1][O:2][C:3]1[CH:4]=[CH:5][C:6]([CH2:7][N:8]2[C:12]3=[N:13][CH:14]=[CH:15][C:16]([O:17][C:18]4[CH:19]=[CH:20][C:21]([O:24][C:25]5[CH:30]=[CH:29][CH:28]=[CH:27][CH:26]=5)=[CH:22][CH:23]=4)=[C:11]3[C:10]([NH:31][C@@H:32]3[CH2:36][CH2:35][N:34]([CH3:43])[CH2:33]3)=[N:9]2)=[CH:37][CH:38]=1. The yield is 0.650. (7) The reactants are C1([SiH3])C=CC=CC=1.N1CCCC1.CO.[O:15]([C:22]1[CH:23]=[C:24]([C:28]2[CH2:29][CH2:30][CH2:31][N:32]=2)[CH:25]=[CH:26][CH:27]=1)[C:16]1[CH:21]=[CH:20][CH:19]=[CH:18][CH:17]=1. The catalyst is C1COCC1. The product is [O:15]([C:22]1[CH:23]=[C:24]([C@@H:28]2[CH2:29][CH2:30][CH2:31][NH:32]2)[CH:25]=[CH:26][CH:27]=1)[C:16]1[CH:17]=[CH:18][CH:19]=[CH:20][CH:21]=1. The yield is 0.480.